From a dataset of Reaction yield outcomes from USPTO patents with 853,638 reactions. Predict the reaction yield, written as a fraction of the theoretical maximum amount of product (1.0 means a 100% yield; for example, 0.34 means a 34% yield). (1) The yield is 0.710. The reactants are [C:1]([O:5][C:6]([NH:8][C@@H:9]([C:13]([O:16][CH3:17])([CH3:15])[CH3:14])[C:10]([OH:12])=[O:11])=[O:7])(C)(C)C.FC(F)(F)C(O)=O.[OH-].[Na+].ClC(OC)=O. The catalyst is C(Cl)Cl.CCOC(C)=O. The product is [CH3:17][O:16][C:13]([CH3:15])([CH3:14])[C@H:9]([NH:8][C:6]([O:5][CH3:1])=[O:7])[C:10]([OH:12])=[O:11]. (2) The reactants are [Cl:1][C:2]1[CH:7]=[CH:6][C:5]([NH:8][C:9]([NH:11][C:12]2[CH:17]=[C:16]([C:18]3[C:29](=[O:30])[N:28]([CH3:31])[C:21]4[N:22]=[C:23](SC)[N:24]=[CH:25][C:20]=4[CH:19]=3)[CH:15]=[CH:14][C:13]=2[F:32])=[O:10])=[CH:4][C:3]=1[C:33]([F:36])([F:35])[F:34].[CH3:37][NH2:38].C1COCC1. No catalyst specified. The product is [Cl:1][C:2]1[CH:7]=[CH:6][C:5]([NH:8][C:9]([NH:11][C:12]2[CH:17]=[C:16]([C:18]3[C:29](=[O:30])[N:28]([CH3:31])[C:21]4[N:22]=[C:23]([NH:38][CH3:37])[N:24]=[CH:25][C:20]=4[CH:19]=3)[CH:15]=[CH:14][C:13]=2[F:32])=[O:10])=[CH:4][C:3]=1[C:33]([F:36])([F:35])[F:34]. The yield is 0.670. (3) The catalyst is CCOCC. The product is [Br:1][CH2:41][C:35]1[N:36]=[C:37]2[C:32](=[N:33][CH:34]=1)[N:31]=[C:30]([NH2:29])[N:39]=[C:38]2[NH2:40]. The yield is 0.600. The reactants are [Br:1]P(Br)(C1C=CC=CC=1)(C1C=CC=CC=1)C1C=CC=CC=1.CN(C)C(=O)C.Br.[NH2:29][C:30]1[N:39]=[C:38]([NH2:40])[C:37]2[C:32](=[N:33][CH:34]=[C:35]([CH2:41]O)[N:36]=2)[N:31]=1.C1C=CC=CC=1. (4) The reactants are [Cl:1][C:2]1[S:6][C:5]([S:7]([NH:10][C:11]([NH:13][C:14]2[CH:22]=[CH:21][C:17]([C:18]([OH:20])=O)=[CH:16][CH:15]=2)=[O:12])(=[O:9])=[O:8])=[CH:4][CH:3]=1.[NH2:23][C:24]1[CH:29]=[CH:28][CH:27]=[CH:26][CH:25]=1.CCN(C(C)C)C(C)C.C1CN([P+](ON2N=NC3C=CC=CC2=3)(N2CCCC2)N2CCCC2)CC1.F[P-](F)(F)(F)(F)F. The catalyst is CN(C=O)C. The product is [Cl:1][C:2]1[S:6][C:5]([S:7]([NH:10][C:11]([NH:13][C:14]2[CH:15]=[CH:16][C:17]([C:18](=[O:20])[NH:23][C:24]3[CH:29]=[CH:28][CH:27]=[CH:26][CH:25]=3)=[CH:21][CH:22]=2)=[O:12])(=[O:8])=[O:9])=[CH:4][CH:3]=1. The yield is 0.450. (5) The product is [CH3:24][C:19]1([CH3:25])[C:20]([CH3:23])([CH3:22])[O:21][B:17]([C:2]2[CH:10]=[C:9]3[C:5]([CH2:6][CH2:7][C:8]3=[O:11])=[CH:4][CH:3]=2)[O:18]1. The yield is 0.910. The reactants are Br[C:2]1[CH:10]=[C:9]2[C:5]([CH2:6][CH2:7][C:8]2=[O:11])=[CH:4][CH:3]=1.C([O-])(=O)C.[K+].[B:17]1([B:17]2[O:21][C:20]([CH3:23])([CH3:22])[C:19]([CH3:25])([CH3:24])[O:18]2)[O:21][C:20]([CH3:23])([CH3:22])[C:19]([CH3:25])([CH3:24])[O:18]1.O. The catalyst is COCCOC.C1C=CC([PH+]([C]2[CH][CH][CH][CH]2)C2C=CC=CC=2)=CC=1.C1C=CC([PH+]([C]2[CH][CH][CH][CH]2)C2C=CC=CC=2)=CC=1.C(Cl)Cl.Cl[Pd]Cl.[Fe].